This data is from Experimentally validated miRNA-target interactions with 360,000+ pairs, plus equal number of negative samples. The task is: Binary Classification. Given a miRNA mature sequence and a target amino acid sequence, predict their likelihood of interaction. (1) The miRNA is hsa-miR-4775 with sequence UUAAUUUUUUGUUUCGGUCACU. The protein sequence of the target gene is MPSKAENLRPSEPAPQPPEGRTLQGQLPGAPPAQRAGSPPDAPGSESPALACSTPATPSGEDPPARAAPIAPRPPARPRLERALSLDDKGWRRRRFRGSQEDLEARNGTSPSRGSVQSEGPGAPAHSCSPPCLSTSLQEIPKSRGVLSSERGSPSSGGNPLSGVASSSPNLPHRDAAVAGSSPRLPSLLPPRPPPALSLDIASDSLRTANKVDSDLADYKLRAQPLLVRAHSSLGPGRPRSPLACDDCSLRSAKSSFSLLAPIRSKDVRSRSYLEGSLLASGALLGADELARYFPDRNVA.... Result: 0 (no interaction). (2) The miRNA is mmu-miR-6973a-3p with sequence CACUCUAACCCUACCUACCCAU. The protein sequence of the target gene is MGLYAAAAGVLAGVESRQGSIKGLVYSSNFQNVKQLYALVCETQRYSAVLDAVIASAGLLRAEKKLRPHLAKVLVYELLLGKGFRGGGGRWKALLGRHQARLKAELARLKVHRGVSRNEDLLEVGSRPGPASQLPRFVRVNTLKTCSDDVVDYFKRQGFSYQGRASSLDDLRALKGKHFLLDPLMPELLVFPAQTDLHEHPLYRAGHLILQDRASCLPAMLLDPPPGSHVIDACAAPGNKTSHLAALLKNQGKIFAFDLDAKRLASMATLLARAGVSCCELAEEDFLAVSPSDPRYHEVH.... Result: 0 (no interaction). (3) The miRNA is ath-miR775 with sequence UUCGAUGUCUAGCAGUGCCA. The protein sequence of the target gene is MAASVRQARSLLGVAATLAPGSRGYRARPPPRRRPGPRWPDPEDLLTPRWQLGPRYAAKQFARYGAASGVVPGSLWPSPEQLRELEAEEREWYPSLATMQESLRVKQLAEEQKRREREQHIAECMAKMPQMIVNWQQQQRENWEKAQADKERRARLQAEAQELLGYQVDPRSARFQELLQDLEKKERKRLKEEKQKRKKEARAAALAAAVAQDPAASGAPSS. Result: 0 (no interaction). (4) The miRNA is hsa-miR-1468-5p with sequence CUCCGUUUGCCUGUUUCGCUG. The protein sequence of the target gene is MSLKNEPRVNTSALQKIAADMSNIIENLDTRELHFEGEEVDYDVSPSDPKIQEVYIPFSAIYNTQGFKEPNIQTYLSGCPIKAQVLEVERFTSTTRVPSINLYTIELTHGEFKWQVKRKFKHFQEFHRELLKYKAFIRIPIPTRRHTFRRQNVREEPREMPSLPRSSENMIREEQFLGRRKQLEDYLTKILKMPMYRNYHATTEFLDISQLSFIHDLGPKGIEGMIMKRSGGHRIPGLNCCGQGRACYRWSKRWLIVKDSFLLYMKPDSGAIAFVLLVDKEFKIKVGKKETETKYGIRID.... Result: 0 (no interaction). (5) The miRNA is hsa-miR-4728-5p with sequence UGGGAGGGGAGAGGCAGCAAGCA. The protein sequence of the target gene is MAEDMETKIKNYKTAPFDSRFPNQNQTRNCWQNYLDFHRCQKAMTAKGGDISVCEWYQRVYQSLCPTSWVTDWDEQRAEGTFPGKI. Result: 1 (interaction). (6) The miRNA is hsa-miR-153-3p with sequence UUGCAUAGUCACAAAAGUGAUC. The protein sequence of the target gene is MPEEASLPPAKRFRPGSCPPGRRVVMLLTAGGGGGAGGGRRQTPPLAQPSASPYREALELQRRSLPIFRARGQLLAQLRNLDNAVLIGETGSGKTTQIPQYLYEGGISRQGIIAVTQPRRVAAISLATRVSDEKRTELGKLVGYTVRFEDVTSEDTRIKFLTDGMLLREAISDSLLRKYSCVILDEAHERTIHTDVLFGVVKTAQKRRKELGKLPLKVIVMSATMDVDLFSQYFNRAPVLYLEGRQHPIQIFYTKQPQQDYLHAALVSVFQIHQEAPASQDILVFLTGQEEIEAMSKTCR.... Result: 0 (no interaction). (7) The miRNA is cel-lsy-6-3p with sequence UUUUGUAUGAGACGCAUUUCGA. The protein sequence of the target gene is MGDRRPQDRPRSQGMDSKPWYCDKPPSKYFAKRKHRRLRFPPVDTQNWVFVTEGMDDFRYACQSPEDTLVCRRDEFLLPKISLRGPQADRKSRKKKLLKKAALFSELSPVQPARKAFVEEVEAQLMTKHPLAMYPNLGKDMPPDLLLQVLKQLDPERKLEDAWARCEAREKTTEVPTESGKYPCGESCPRPPETPVSRLRPQLPKTPVSSRRPEPPKTRVSSLRPEPPKTRVSSLHPEPPETRASHLRVDPPETGVSHLCPEPPKTLVSSVHPEPPDTGASHLCPEPPETRVSHLHPEPP.... Result: 0 (no interaction). (8) The miRNA is mmu-miR-181c-5p with sequence AACAUUCAACCUGUCGGUGAGU. The protein sequence of the target gene is MSAQSLPAATPPTLKPPRIIRPRPPSRHRAPHSPGPLHNGSSPKALPQISNDASASVCTSIFWEPPTASLKPPALLPPSVSRTSLDSQTSPDSPSSTPSPSPVSRRSISPEPAPCSPVPPPKPSGSSRTPLPSGPTPLQDGSASAPGTVRRLAGKFEWGAEGKAQSSDSLERCSQGSTEVNGEKETPEAALSGNGSQENGTPDAALACPPCCPCVCHVAKPGLELRWVPVGSSEDILRIPCRASPLRASRSRINPPVISHPPVVLTSYRSTAERKLLPPLKPPKPTKVRQDISTSEELPQ.... Result: 1 (interaction). (9) The miRNA is hsa-miR-559 with sequence UAAAGUAAAUAUGCACCAAAA. The protein sequence of the target gene is MSASAATGVFVLSLSAIPVTYVFNHLAAQHDSWTIVGVAALILFLVALLARVLVKRKPPRDPLFYVYAVFGFTSVVNLIIGLEQDGIIDGFMTHYLREGEPYLNTAYGHMICYWDGSAHYLMYLVMVAAIAWEETYRTIGLYWVGSIIMSVVVFVPGNIVGKYGTRICPAFFLSIPYTCLPVWAGFRIYNQPSENYNYPSKVIQEAQAKDLLRRPFDLMLVVCLLLATGFCLFRGLIALDCPSELCRLYTQFQEPYLKDPAAYPKIQMLAYMFYSVPYFVTALYGLVVPGCSWMPDITLI.... Result: 1 (interaction). (10) The miRNA is hsa-miR-30b-5p with sequence UGUAAACAUCCUACACUCAGCU. The protein sequence of the target gene is MVSQSTVRQDSPVEPWEGISDHSGIIDGSPRLLNTDHPPCQLDIRLMRHKAVWINPQDVQQQPQDLQSQVPAAGNSGTHFVTDAASPSGPSPSCLGDSLAETTLSEDTTDSVGSASPHGSSEKSSSFSLSSTEVHMVRPGYSHRVSLPTSPGILATSPYPETDSAFFEPSHLTSAADEGAVQVSRRTISSNSFSPEVFVLPVDVEKENAHFYVADMIISAMEKMKCNILSQQQTESWSKEVSGLLGSDQPDSEMTFDTNIKQESGSSTSSYSGYEGCAVLQVSPVTETRTYHDVKEICKC.... Result: 1 (interaction).